Dataset: Catalyst prediction with 721,799 reactions and 888 catalyst types from USPTO. Task: Predict which catalyst facilitates the given reaction. (1) Reactant: [CH3:1][O:2][C:3](=[O:32])/[CH:4]=[CH:5]/[C:6]1[CH:11]=[CH:10][C:9]([CH2:12][N:13]2[CH2:17][C@@H:16]([N:18]=[N+]=[N-])[CH2:15][C@@H:14]2[CH2:21][C:22]2[C:30]3[C:25](=[CH:26][CH:27]=[CH:28][CH:29]=3)[NH:24][C:23]=2[CH3:31])=[CH:8][CH:7]=1.C1(P(C2C=CC=CC=2)C2C=CC=CC=2)C=CC=CC=1.[OH-].[NH4+].O.Cl. Product: [CH3:1][O:2][C:3](=[O:32])/[CH:4]=[CH:5]/[C:6]1[CH:7]=[CH:8][C:9]([CH2:12][N:13]2[CH2:17][C@@H:16]([NH2:18])[CH2:15][C@@H:14]2[CH2:21][C:22]2[C:30]3[C:25](=[CH:26][CH:27]=[CH:28][CH:29]=3)[NH:24][C:23]=2[CH3:31])=[CH:10][CH:11]=1. The catalyst class is: 7. (2) Reactant: [CH2:1]([O:9][CH2:10][CH2:11][C:12]([OH:14])=O)[CH2:2][C:3]1[CH:8]=[CH:7][CH:6]=[CH:5][CH:4]=1.[C:15](Cl)(=[O:19])[C:16](Cl)=O.[CH3:21][N:22]([CH3:25])C=O. Product: [CH2:10]([O:9][CH:1]([O:19][CH2:15][CH3:16])[CH2:25][N:22]([CH2:21][CH2:2][C:3]1[CH:8]=[CH:7][CH:6]=[CH:5][CH:4]=1)[C:12](=[O:14])[CH2:11][CH2:10][O:9][CH2:1][CH2:2][C:3]1[CH:4]=[CH:5][CH:6]=[CH:7][CH:8]=1)[CH3:11]. The catalyst class is: 4. (3) Reactant: C([O:8][C:9]1[CH:10]=[CH:11][C:12]([CH:36]=[CH:37][CH2:38][CH3:39])=[C:13]([CH:35]=1)[O:14][CH2:15][CH2:16][C:17]1[N:18]=[C:19]([C:23]2[CH:28]=[CH:27][C:26]([C:29]3[CH:34]=[CH:33][CH:32]=[CH:31][CH:30]=3)=[CH:25][CH:24]=2)[O:20][C:21]=1[CH3:22])C1C=CC=CC=1.[H][H]. Product: [CH2:36]([C:12]1[CH:11]=[CH:10][C:9]([OH:8])=[CH:35][C:13]=1[O:14][CH2:15][CH2:16][C:17]1[N:18]=[C:19]([C:23]2[CH:24]=[CH:25][C:26]([C:29]3[CH:34]=[CH:33][CH:32]=[CH:31][CH:30]=3)=[CH:27][CH:28]=2)[O:20][C:21]=1[CH3:22])[CH2:37][CH2:38][CH3:39]. The catalyst class is: 29. (4) Reactant: [CH2:1]([O:3][C:4]([C:6]1[CH:10]=[C:9]([O:11][CH2:12][C:13]2[CH:18]=[C:17]([C:19]([F:22])([F:21])[F:20])[CH:16]=[C:15]([F:23])[CH:14]=2)[N:8]([CH2:24][C:25](O)=[O:26])[N:7]=1)=[O:5])[CH3:2].[CH2:28]([O:35][C@H:36]1[CH2:41][CH2:40][CH2:39][CH2:38][C@@H:37]1[NH2:42])[C:29]1[CH:34]=[CH:33][CH:32]=[CH:31][CH:30]=1.ON1C2C=CC=CC=2N=N1.N=C=N.CC[NH+](CC)CC.CC[NH+](CC)CC.C([O-])([O-])=O.CC1C=CC(S(O)(=O)=O)=CC=1. Product: [CH2:1]([O:3][C:4]([C:6]1[CH:10]=[C:9]([O:11][CH2:12][C:13]2[CH:18]=[C:17]([C:19]([F:22])([F:20])[F:21])[CH:16]=[C:15]([F:23])[CH:14]=2)[N:8]([CH2:24][C:25](=[O:26])[NH:42][C@H:37]2[CH2:38][CH2:39][CH2:40][CH2:41][C@@H:36]2[O:35][CH2:28][C:29]2[CH:30]=[CH:31][CH:32]=[CH:33][CH:34]=2)[N:7]=1)=[O:5])[CH3:2]. The catalyst class is: 7. (5) Reactant: [NH2:1][C:2]1[C:7]([C:8]([F:11])([F:10])[F:9])=[CH:6][CH:5]=[CH:4][C:3]=1[CH2:12][OH:13]. Product: [NH2:1][C:2]1[C:7]([C:8]([F:9])([F:10])[F:11])=[CH:6][CH:5]=[CH:4][C:3]=1[CH:12]=[O:13]. The catalyst class is: 485.